This data is from NCI-60 drug combinations with 297,098 pairs across 59 cell lines. The task is: Regression. Given two drug SMILES strings and cell line genomic features, predict the synergy score measuring deviation from expected non-interaction effect. (1) Drug 1: C1CN1P(=S)(N2CC2)N3CC3. Synergy scores: CSS=24.5, Synergy_ZIP=0.253, Synergy_Bliss=6.20, Synergy_Loewe=-10.2, Synergy_HSA=3.76. Drug 2: CC1C(C(CC(O1)OC2CC(CC3=C2C(=C4C(=C3O)C(=O)C5=C(C4=O)C(=CC=C5)OC)O)(C(=O)CO)O)N)O.Cl. Cell line: T-47D. (2) Drug 1: CC1=C(C(CCC1)(C)C)C=CC(=CC=CC(=CC(=O)O)C)C. Drug 2: CC1=C(C=C(C=C1)C(=O)NC2=CC(=CC(=C2)C(F)(F)F)N3C=C(N=C3)C)NC4=NC=CC(=N4)C5=CN=CC=C5. Cell line: COLO 205. Synergy scores: CSS=-1.27, Synergy_ZIP=0.793, Synergy_Bliss=-3.36, Synergy_Loewe=-3.14, Synergy_HSA=-5.90.